From a dataset of Acute oral toxicity (LD50) regression data from Zhu et al.. Regression/Classification. Given a drug SMILES string, predict its toxicity properties. Task type varies by dataset: regression for continuous values (e.g., LD50, hERG inhibition percentage) or binary classification for toxic/non-toxic outcomes (e.g., AMES mutagenicity, cardiotoxicity, hepatotoxicity). Dataset: ld50_zhu. (1) The compound is Cc1cc(C(=O)NNCc2ccccc2)no1. The rat oral LD50 is 2.92, given as -log10 of the dose in mol/kg body weight (higher means more acutely toxic). (2) The molecule is COC(=O)C(C)Oc1ccc(Oc2ncc(C(F)(F)F)cc2Cl)cc1. The rat oral LD50 is 2.98, given as -log10 of the dose in mol/kg body weight (higher means more acutely toxic). (3) The molecule is COc1cc(-c2ccc(N)c(OC)c2)ccc1N. The rat oral LD50 is 2.10, given as -log10 of the dose in mol/kg body weight (higher means more acutely toxic). (4) The drug is O=C1N=C2c3ccccc3N=CN2C1=Cc1ccccc1. The rat oral LD50 is 2.92, given as -log10 of the dose in mol/kg body weight (higher means more acutely toxic). (5) The compound is S=c1sc2nc3ccccc3nc2s1. The rat oral LD50 is 2.12, given as -log10 of the dose in mol/kg body weight (higher means more acutely toxic). (6) The compound is CCC(CO)NCCNC(CC)CO. The rat oral LD50 is 2.31, given as -log10 of the dose in mol/kg body weight (higher means more acutely toxic). (7) The molecule is CCCCCCOc1ccc(NNC=O)cc1. The rat oral LD50 is 2.52, given as -log10 of the dose in mol/kg body weight (higher means more acutely toxic). (8) The compound is CSC(C)=NOC(=O)N(C)SN(C(C)C)P1(=S)OCC(C)(C)CO1. The rat oral LD50 is 2.72, given as -log10 of the dose in mol/kg body weight (higher means more acutely toxic). (9) The drug is CCN(CCC(=O)OC)c1ccccc1. The rat oral LD50 is 1.93, given as -log10 of the dose in mol/kg body weight (higher means more acutely toxic).